Dataset: Full USPTO retrosynthesis dataset with 1.9M reactions from patents (1976-2016). Task: Predict the reactants needed to synthesize the given product. (1) Given the product [F:12][C:13]1[CH:18]=[CH:17][CH:16]=[CH:15][C:14]=1[CH2:19][C:4]([C:5]1[CH:6]=[N:7][CH:8]=[CH:9][CH:10]=1)=[O:11].[F:12][C:13]1[CH:18]=[CH:17][CH:16]=[CH:15][C:14]=1[CH2:19][CH:20]([NH2:21])[C:5]1[CH:6]=[N:7][CH:8]=[CH:9][CH:10]=1, predict the reactants needed to synthesize it. The reactants are: C(O[C:4](=[O:11])[C:5]1[CH:10]=[CH:9][CH:8]=[N:7][CH:6]=1)C.[F:12][C:13]1[CH:18]=[CH:17][CH:16]=[CH:15][C:14]=1[CH2:19][C:20]#[N:21]. (2) Given the product [Cl:1][C:2]1[CH:3]=[N:4][C:5]2[C:10]([C:11]=1[C:12]([NH2:13])=[O:16])=[N:9][C:8]([O:14][CH3:15])=[CH:7][CH:6]=2, predict the reactants needed to synthesize it. The reactants are: [Cl:1][C:2]1[CH:3]=[N:4][C:5]2[C:10]([C:11]=1[C:12]#[N:13])=[N:9][C:8]([O:14][CH3:15])=[CH:7][CH:6]=2.[OH-:16].[Na+]. (3) The reactants are: C([NH:5][S:6]([C:9]1[CH:14]=[CH:13][CH:12]=[C:11]([C:15]2[N:20]=[C:19]([NH:21][C:22]3[CH:26]=[C:25]([CH:27]4[CH2:29][CH2:28]4)[NH:24][N:23]=3)[C:18]([CH2:30][O:31][Si](C(C)(C)C)(C)C)=[CH:17][N:16]=2)[CH:10]=1)(=[O:8])=[O:7])(C)(C)C.B(Cl)(Cl)Cl.C(Cl)Cl.O. Given the product [CH:27]1([C:25]2[NH:24][N:23]=[C:22]([NH:21][C:19]3[C:18]([CH2:30][OH:31])=[CH:17][N:16]=[C:15]([C:11]4[CH:10]=[C:9]([S:6]([NH2:5])(=[O:7])=[O:8])[CH:14]=[CH:13][CH:12]=4)[N:20]=3)[CH:26]=2)[CH2:28][CH2:29]1, predict the reactants needed to synthesize it. (4) Given the product [Cl:12][C:5]1[CH:4]=[C:3]([Cl:13])[C:2]([NH:1][NH2:14])=[CH:11][C:6]=1[C:7]([O:9][CH3:10])=[O:8], predict the reactants needed to synthesize it. The reactants are: [NH2:1][C:2]1[C:3]([Cl:13])=[CH:4][C:5]([Cl:12])=[C:6]([CH:11]=1)[C:7]([O:9][CH3:10])=[O:8].[N:14]([O-])=O.[Na+].[Sn](Cl)Cl. (5) Given the product [CH:27]1([NH:26][C:22]2[CH:21]=[C:20]([C:18]3[N:19]=[C:14]([N:11]4[CH2:12][CH2:13][NH:8][CH2:9][CH2:10]4)[C:15]4[C:35]([CH:36]5[CH2:37][CH2:38]5)=[CH:34][N:33]=[CH:32][C:16]=4[N:17]=3)[CH:25]=[CH:24][N:23]=2)[CH2:31][CH2:30][CH2:29][CH2:28]1, predict the reactants needed to synthesize it. The reactants are: C(OC([N:8]1[CH2:13][CH2:12][N:11]([C:14]2[C:15]3[C:35]([CH:36]4[CH2:38][CH2:37]4)=[CH:34][N:33]=[CH:32][C:16]=3[N:17]=[C:18]([C:20]3[CH:25]=[CH:24][N:23]=[C:22]([NH:26][CH:27]4[CH2:31][CH2:30][CH2:29][CH2:28]4)[CH:21]=3)[N:19]=2)[CH2:10][CH2:9]1)=O)(C)(C)C.